Task: Regression. Given a peptide amino acid sequence and an MHC pseudo amino acid sequence, predict their binding affinity value. This is MHC class II binding data.. Dataset: Peptide-MHC class II binding affinity with 134,281 pairs from IEDB The peptide sequence is TLWQRPIVTIKIGGQLREAL. The MHC is DRB1_1302 with pseudo-sequence DRB1_1302. The binding affinity (normalized) is 0.239.